From a dataset of Forward reaction prediction with 1.9M reactions from USPTO patents (1976-2016). Predict the product of the given reaction. (1) Given the reactants [C:1]([O:5][C:6]([N:8]1[CH2:13][CH2:12][N:11]([C:14]2[CH:19]=[CH:18][CH:17]=[CH:16][C:15]=2[O:20][CH2:21][CH:22]([NH:24][C:25](OCC2C=CC=CC=2)=O)[CH3:23])[CH2:10][CH2:9]1)=[O:7])([CH3:4])([CH3:3])[CH3:2].[H][H].C(=O)([O-])[O-].[K+].[K+].I[C:44](I)([CH2:47]C)[CH2:45][CH3:46], predict the reaction product. The product is: [C:1]([O:5][C:6]([N:8]1[CH2:13][CH2:12][N:11]([C:14]2[CH:19]=[CH:18][CH:17]=[CH:16][C:15]=2[O:20][CH2:21][CH:22]([N:24]2[CH2:25][CH2:46][CH2:45][CH2:44][CH2:47]2)[CH3:23])[CH2:10][CH2:9]1)=[O:7])([CH3:4])([CH3:2])[CH3:3]. (2) Given the reactants C([NH:5][S:6]([C:9]1[C:10]([O:38][CH:39]([CH3:41])[CH3:40])=[N:11][CH:12]=[C:13]([C:15]2[N:20]=[C:19]([NH:21][CH2:22][C:23]3[CH:28]=[CH:27][CH:26]=[CH:25][N:24]=3)[C:18]3=[C:29]([C:32]4[CH:37]=[CH:36][CH:35]=[CH:34][CH:33]=4)[CH:30]=[CH:31][N:17]3[N:16]=2)[CH:14]=1)(=[O:8])=[O:7])(C)(C)C, predict the reaction product. The product is: [CH:39]([O:38][C:10]1[C:9]([S:6]([NH2:5])(=[O:7])=[O:8])=[CH:14][C:13]([C:15]2[N:20]=[C:19]([NH:21][CH2:22][C:23]3[CH:28]=[CH:27][CH:26]=[CH:25][N:24]=3)[C:18]3=[C:29]([C:32]4[CH:37]=[CH:36][CH:35]=[CH:34][CH:33]=4)[CH:30]=[CH:31][N:17]3[N:16]=2)=[CH:12][N:11]=1)([CH3:41])[CH3:40]. (3) Given the reactants [Br:1][C:2]1[CH:8]=[C:7]([C:9]([F:12])([F:11])[F:10])[CH:6]=[C:5]([CH3:13])[C:3]=1[NH2:4].Cl.[N:15]([O-])=O.[Na+].C([O-])(=O)C.[Na+].CC(S)(C)C.CC(C)([O-])C.[K+], predict the reaction product. The product is: [Br:1][C:2]1[CH:8]=[C:7]([C:9]([F:11])([F:10])[F:12])[CH:6]=[C:5]2[C:3]=1[NH:4][N:15]=[CH:13]2. (4) Given the reactants [CH3:1][O:2][C:3]1[CH:4]=[C:5]2[C:10](=[CH:11][CH:12]=1)[CH:9]=[C:8]([CH2:13][CH2:14][CH2:15][C:16]1[O:20][N:19]=[C:18]([C:21]([O:23]CC)=[O:22])[CH:17]=1)[CH:7]=[CH:6]2.[OH-].[K+].O, predict the reaction product. The product is: [CH3:1][O:2][C:3]1[CH:4]=[C:5]2[C:10](=[CH:11][CH:12]=1)[CH:9]=[C:8]([CH2:13][CH2:14][CH2:15][C:16]1[O:20][N:19]=[C:18]([C:21]([OH:23])=[O:22])[CH:17]=1)[CH:7]=[CH:6]2. (5) Given the reactants Br.[NH2:2][C:3]1[C:12]2[C:7](=[CH:8][CH:9]=[CH:10][CH:11]=2)[C:6]([Br:13])=[CH:5][C:4]=1[C:14]([O:16][CH3:17])=[O:15].[Cl-].[C:19]([O:22][CH2:23][CH3:24])(=O)C, predict the reaction product. The product is: [BrH:13].[NH2:2][C:3]1[C:12]2[C:7](=[CH:8][CH:9]=[CH:10][CH:11]=2)[C:6]([Br:13])=[CH:5][C:4]=1[C:14]([O:16][CH3:17])=[O:15].[NH2:2][C:3]1[C:12]2[C:7](=[CH:8][CH:9]=[CH:10][CH:11]=2)[C:6]([CH2:14][C:4]2[CH:5]=[CH:24][C:23]([O:22][CH3:19])=[CH:12][CH:3]=2)=[CH:5][C:4]=1[C:14]([O:16][CH3:17])=[O:15].